This data is from Catalyst prediction with 721,799 reactions and 888 catalyst types from USPTO. The task is: Predict which catalyst facilitates the given reaction. (1) Reactant: [Cl:1][C:2]1[CH:3]=[C:4]([NH:8][C:9]2[CH:14]=[C:13]([NH2:15])[N:12]=[CH:11][N:10]=2)[CH:5]=[CH:6][CH:7]=1.[Cl:16][C:17]1[CH:22]=[CH:21][CH:20]=[CH:19][C:18]=1[N:23]=[C:24]=[O:25]. Product: [Cl:16][C:17]1[CH:22]=[CH:21][CH:20]=[CH:19][C:18]=1[NH:23][C:24](=[O:25])[NH:15][C:13]1[CH:14]=[C:9]([NH:8][C:4]2[CH:5]=[CH:6][CH:7]=[C:2]([Cl:1])[CH:3]=2)[N:10]=[CH:11][N:12]=1. The catalyst class is: 270. (2) Reactant: [OH-:1].[Na+].[I-].[CH3:4][N+:5]1[C:18]2[C:17]3[C:12](=[CH:13][CH:14]=[CH:15][N:16]=3)[C:11]3[CH:19]=[CH:20][CH:21]=[CH:22][C:10]=3[C:9]=2[CH:8]=[CH:7][CH:6]=1. Product: [CH3:4][N:5]1[C:18]2[C:17]3[C:12](=[CH:13][CH:14]=[CH:15][N:16]=3)[C:11]3[CH:19]=[CH:20][CH:21]=[CH:22][C:10]=3[C:9]=2[CH:8]=[CH:7][C:6]1=[O:1]. The catalyst class is: 408. (3) Reactant: [NH:1]1[CH2:3][CH2:2]1.C(=O)(O)[O-].[Na+].[N+:9]([C:12]1[CH:17]=[CH:16][C:15]([S:18](Cl)(=[O:20])=[O:19])=[CH:14][CH:13]=1)([O-:11])=[O:10]. Product: [N+:9]([C:12]1[CH:13]=[CH:14][C:15]([S:18]([N:1]2[CH2:3][CH2:2]2)(=[O:20])=[O:19])=[CH:16][CH:17]=1)([O-:11])=[O:10]. The catalyst class is: 22. (4) Reactant: Br[CH2:2][CH2:3][CH:4]([NH:6][C:7]1[CH:12]=[C:11]([Cl:13])[N:10]=[C:9](Cl)[N:8]=1)[CH3:5].C([O-])([O-])=[O:16].[K+].[K+]. Product: [Cl:13][C:11]1[CH:12]=[C:7]2[NH:6][CH:4]([CH3:5])[CH2:3][CH2:2][N:8]2[C:9](=[O:16])[N:10]=1. The catalyst class is: 38. (5) Reactant: [C:1](O)(=O)[CH2:2][CH2:3][C:4]([OH:6])=[O:5].[CH2:9]([N:12]([CH2:55][CH2:56][CH3:57])[C:13]([CH2:15][O:16][C:17](=[O:54])[CH2:18][CH2:19][NH:20][S:21]([C:24]1[CH:29]=CC=C(C(N2CCC3(N/C(=N/C(C4C(N)=NC(N)=C(Cl)N=4)=O)/NC3)CC2)=O)[CH:25]=1)(=[O:23])=[O:22])=[O:14])[CH2:10][CH3:11].ClS(C1C=C(C=CC=1)C(O)=O)(=O)=O.O.Cl. The catalyst class is: 64. Product: [CH2:55]([N:12]([CH2:9][CH2:10][CH3:11])[C:13]([CH2:15][O:16][C:17]([CH2:18][CH2:19][NH:20][S:21]([C:24]1[CH:29]=[C:3]([CH:2]=[CH:1][CH:25]=1)[C:4]([OH:6])=[O:5])(=[O:23])=[O:22])=[O:54])=[O:14])[CH2:56][CH3:57].